The task is: Binary Classification. Given a drug SMILES string, predict its activity (active/inactive) in a high-throughput screening assay against a specified biological target.. This data is from HIV replication inhibition screening data with 41,000+ compounds from the AIDS Antiviral Screen. (1) The molecule is Fc1c(F)c(F)c(CSc2nc3ccccc3[nH]2)c(F)c1F. The result is 0 (inactive). (2) The compound is CN1CC(Br)(Br)C(=O)N(C)C1=O. The result is 0 (inactive). (3) The result is 1 (active). The compound is O=C(O)c1cccc(S(=O)(=O)NN2C(=O)CSC2c2ccccc2Cl)c1. (4) The compound is c1ccc2c(c1)ncn2C1CCCCO1. The result is 0 (inactive). (5) The compound is CC(C)(C)n1c(=O)[nH]n(C2NN=Cc3cccc4cccc2c34)c1=O. The result is 0 (inactive). (6) The drug is COC(=O)C1N2C(=S)N(c3ccccc3)C(=O)C2SC1(C)C. The result is 0 (inactive). (7) The drug is CCCCOCn1c(=O)[nH]c(=O)c2cc(Br)ccc21. The result is 0 (inactive).